Task: Predict which catalyst facilitates the given reaction.. Dataset: Catalyst prediction with 721,799 reactions and 888 catalyst types from USPTO (1) Reactant: Cl[C:2]1[CH:11]=[C:10]2[C:5]([C:6](=[O:22])[C:7]([C:20]#[N:21])=[CH:8][N:9]2[CH2:12][O:13][CH2:14][CH2:15][Si:16]([CH3:19])([CH3:18])[CH3:17])=[CH:4][C:3]=1[N+:23]([O-:25])=[O:24].[NH2:26][CH2:27][CH2:28][N:29]1[CH2:34][CH2:33][O:32][CH2:31][CH2:30]1. Product: [N:29]1([CH2:28][CH2:27][NH:26][C:2]2[CH:11]=[C:10]3[C:5]([C:6](=[O:22])[C:7]([C:20]#[N:21])=[CH:8][N:9]3[CH2:12][O:13][CH2:14][CH2:15][Si:16]([CH3:19])([CH3:18])[CH3:17])=[CH:4][C:3]=2[N+:23]([O-:25])=[O:24])[CH2:34][CH2:33][O:32][CH2:31][CH2:30]1. The catalyst class is: 10. (2) Reactant: C[O:2][C:3](=[O:37])[CH2:4][O:5][C:6]1[CH:15]=[CH:14][C:13]2[C:8](=[CH:9][CH:10]=[C:11]([CH2:16][NH:17][C:18]([C:20]3[CH:21]=[N:22][N:23]([C:29]4[CH:34]=[CH:33][C:32]([Cl:35])=[CH:31][CH:30]=4)[C:24]=3[C:25]([F:28])([F:27])[F:26])=[O:19])[CH:12]=2)[C:7]=1[Br:36].[OH-].[Na+].O. Product: [Br:36][C:7]1[C:8]2[C:13](=[CH:12][C:11]([CH2:16][NH:17][C:18]([C:20]3[CH:21]=[N:22][N:23]([C:29]4[CH:34]=[CH:33][C:32]([Cl:35])=[CH:31][CH:30]=4)[C:24]=3[C:25]([F:26])([F:27])[F:28])=[O:19])=[CH:10][CH:9]=2)[CH:14]=[CH:15][C:6]=1[O:5][CH2:4][C:3]([OH:37])=[O:2]. The catalyst class is: 5. (3) Reactant: [F:1][C:2]1[CH:13]=[CH:12][C:5]2[C:6](=[O:11])[O:7][C:8](=[O:10])[NH:9][C:4]=2[CH:3]=1.[H-].[Na+].[CH2:16](I)[CH:17]=[CH2:18]. Product: [F:1][C:2]1[CH:13]=[CH:12][C:5]2[C:6](=[O:11])[O:7][C:8](=[O:10])[N:9]([CH2:18][CH:17]=[CH2:16])[C:4]=2[CH:3]=1. The catalyst class is: 18. (4) Reactant: [C:1]([O:5][C:6]([N:8]1[CH2:12][C@@H:11]([NH:13][C:14]([O:16][CH2:17][CH:18]2[C:30]3[CH:29]=[CH:28][CH:27]=[CH:26][C:25]=3[C:24]3[C:19]2=[CH:20][CH:21]=[CH:22][CH:23]=3)=[O:15])[CH2:10][C@H:9]1[C:31](O)=[O:32])=[O:7])([CH3:4])([CH3:3])[CH3:2].CN(C(ON1N=NC2C=CC=NC1=2)=[N+](C)C)C.F[P-](F)(F)(F)(F)F.CCN(C(C)C)C(C)C.[C@H:67]1([NH2:77])[C:76]2[C:71](=[CH:72][CH:73]=[CH:74][CH:75]=2)[CH2:70][CH2:69][CH2:68]1. Product: [C:1]([O:5][C:6]([N:8]1[CH2:12][C@@H:11]([NH:13][C:14]([O:16][CH2:17][CH:18]2[C:30]3[CH:29]=[CH:28][CH:27]=[CH:26][C:25]=3[C:24]3[C:19]2=[CH:20][CH:21]=[CH:22][CH:23]=3)=[O:15])[CH2:10][C@H:9]1[C:31](=[O:32])[NH:77][C@H:67]1[C:76]2[C:71](=[CH:72][CH:73]=[CH:74][CH:75]=2)[CH2:70][CH2:69][CH2:68]1)=[O:7])([CH3:2])([CH3:4])[CH3:3]. The catalyst class is: 3. (5) Reactant: [F:1][C:2]1[CH:7]=[CH:6][C:5]([CH:8]2[CH:17]([C:18]3[N:19]([CH3:23])[CH:20]=[CH:21][N:22]=3)[C:16](=[O:24])[C:15]3[C:14]([C:25]([O:27][CH2:28][CH3:29])=[O:26])=[CH:13][CH:12]=[CH:11][C:10]=3[NH:9]2)=[CH:4][CH:3]=1.[C:30](=O)([O-])[O-].[Cs+].[Cs+].IC.O. Product: [F:1][C:2]1[CH:7]=[CH:6][C:5]([CH:8]2[C:17]([CH3:30])([C:18]3[N:19]([CH3:23])[CH:20]=[CH:21][N:22]=3)[C:16](=[O:24])[C:15]3[C:14]([C:25]([O:27][CH2:28][CH3:29])=[O:26])=[CH:13][CH:12]=[CH:11][C:10]=3[NH:9]2)=[CH:4][CH:3]=1. The catalyst class is: 3. (6) Reactant: C1(S([C:10]2([CH3:17])[CH:12]([C:13]([F:16])([F:15])[F:14])O2)(=O)=O)C=CC=CC=1.[C:18]([O:22][C:23]([N:25]1[CH2:30][CH2:29][N:28]([C:31](=[S:33])[NH2:32])[CH2:27][CH2:26]1)=[O:24])([CH3:21])([CH3:20])[CH3:19].N1(C(OC(C)(C)C)=O)CCNCC1.C(N1C=CN=C1)(N1C=CN=C1)=S.N. Product: [C:18]([O:22][C:23]([N:25]1[CH2:26][CH2:27][N:28]([C:31]2[S:33][C:12]([C:13]([F:14])([F:15])[F:16])=[C:10]([CH3:17])[N:32]=2)[CH2:29][CH2:30]1)=[O:24])([CH3:21])([CH3:19])[CH3:20]. The catalyst class is: 9. (7) Reactant: [Cl:1][C:2]1[CH:9]=[CH:8][CH:7]=[C:6]([F:10])[C:3]=1[CH2:4]Br.C([O-])([O-])=O.[K+].[K+].[CH3:17][O:18][C:19]1[C:24]([CH3:25])=[CH:23][C:22]([N:26]2[C:31](=[O:32])[N:30](CC3C(F)=CC(F)=CC=3F)[C:29]3[CH:43]=[CH:44][CH:45]=[CH:46][C:28]=3[S:27]2(=[O:48])=[O:47])=[CH:21][C:20]=1[CH3:49]. Product: [Cl:1][C:2]1[CH:9]=[CH:8][CH:7]=[C:6]([F:10])[C:3]=1[CH2:4][N:30]1[C:29]2[CH:43]=[CH:44][CH:45]=[CH:46][C:28]=2[S:27](=[O:48])(=[O:47])[N:26]([C:22]2[CH:23]=[C:24]([CH3:25])[C:19]([O:18][CH3:17])=[C:20]([CH3:49])[CH:21]=2)[C:31]1=[O:32]. The catalyst class is: 12.